The task is: Predict the reactants needed to synthesize the given product.. This data is from Full USPTO retrosynthesis dataset with 1.9M reactions from patents (1976-2016). (1) Given the product [CH3:1][C:2]1[CH:3]=[C:4]2[C:13](=[CH:14][C:15]=1[CH2:16][OH:17])[C:12]1[N:8]([CH:9]=[C:10]([C:20]3[N:24]([CH:25]([CH3:27])[CH3:26])[N:23]=[CH:22][N:21]=3)[N:11]=1)[CH2:7][CH2:6][O:5]2, predict the reactants needed to synthesize it. The reactants are: [CH3:1][C:2]1[CH:3]=[C:4]2[C:13](=[CH:14][C:15]=1[C:16](OC)=[O:17])[C:12]1[N:8]([CH:9]=[C:10]([C:20]3[N:24]([CH:25]([CH3:27])[CH3:26])[N:23]=[CH:22][N:21]=3)[N:11]=1)[CH2:7][CH2:6][O:5]2.[H-].[H-].[H-].[H-].[Li+].[Al+3]. (2) Given the product [Br:75][C:76]1[CH:81]=[C:80]([C@@H:82]([NH:2][C:1](=[O:8])[O:3][C:4]([CH3:7])([CH3:6])[CH3:5])[C@@H:83]([C:84]2[CH:89]=[C:88]([F:90])[CH:87]=[CH:86][C:85]=2[F:91])[OH:12])[CH:79]=[N:78][CH:77]=1, predict the reactants needed to synthesize it. The reactants are: [C:1](=[O:8])([O:3][C:4]([CH3:7])([CH3:6])[CH3:5])[NH2:2].[OH-].[Na+].Cl[O:12]C(C)(C)C.CC[C@@H]1[C@@H]2C[C@H]([C@@H](OC3C4C(=CC=CC=4)C(O[C@@H](C4C=CN=C5C=4C=C(OC)C=C5)[C@@H]4N5C[C@H](CC)[C@@H](CC5)C4)=NN=3)C3C=CN=C4C=3C=C(OC)C=C4)N(CC2)C1.[Br:75][C:76]1[CH:77]=[N:78][CH:79]=[C:80](/[CH:82]=[CH:83]/[C:84]2[CH:89]=[C:88]([F:90])[CH:87]=[CH:86][C:85]=2[F:91])[CH:81]=1. (3) The reactants are: C(OC([N:8]1[CH2:13][CH2:12][CH:11]([N:14]2[CH:18]=[C:17]([C:19]3[CH:20]=[C:21]4[C:27]([C:28](=[O:44])[C:29]5[C:34]([F:35])=[CH:33][CH:32]=[C:31]([NH:36][S:37]([CH2:40][CH2:41][CH3:42])(=[O:39])=[O:38])[C:30]=5[F:43])=[CH:26][NH:25][C:22]4=[N:23][CH:24]=3)[CH:16]=[N:15]2)[CH2:10][CH2:9]1)=O)(C)(C)C.FC(F)(F)C(O)=O.C(=O)(O)[O-].[Na+]. Given the product [F:43][C:30]1[C:29]([C:28]([C:27]2[C:21]3[C:22](=[N:23][CH:24]=[C:19]([C:17]4[CH:16]=[N:15][N:14]([CH:11]5[CH2:10][CH2:9][NH:8][CH2:13][CH2:12]5)[CH:18]=4)[CH:20]=3)[NH:25][CH:26]=2)=[O:44])=[C:34]([F:35])[CH:33]=[CH:32][C:31]=1[NH:36][S:37]([CH2:40][CH2:41][CH3:42])(=[O:38])=[O:39], predict the reactants needed to synthesize it. (4) Given the product [CH2:21]([N:22]1[C:17]2[CH2:18][CH2:19][C:20]3[C:21]([C:25]([O:27][CH2:28][CH3:29])=[O:26])=[N:22][N:23]([C:8]4[CH:7]=[CH:6][C:5]([S:2]([CH3:1])(=[O:3])=[O:4])=[CH:10][CH:9]=4)[C:24]=3[C:16]=2[CH:15]=[N:23]1)[C:20]1[CH:24]=[CH:16][CH:17]=[CH:18][CH:19]=1, predict the reactants needed to synthesize it. The reactants are: [CH3:1][S:2]([C:5]1[CH:10]=[CH:9][C:8](NN)=[CH:7][CH:6]=1)(=[O:4])=[O:3].OC1C=C[C:17]2[CH2:18][CH2:19][C:20]3[C:24]([C:16]=2[CH:15]=1)=[N:23][NH:22][C:21]=3[C:25]([O:27][CH2:28][CH3:29])=[O:26]. (5) Given the product [F:21][C:18]([F:19])([F:20])[C:12]1[CH:11]=[C:10]2[C:15]([CH2:16][NH:8][CH2:9]2)=[CH:14][C:13]=1[C:22](=[O:24])[CH3:23], predict the reactants needed to synthesize it. The reactants are: C(OC([N:8]1[CH2:16][C:15]2[C:10](=[CH:11][C:12]([C:18]([F:21])([F:20])[F:19])=[C:13](I)[CH:14]=2)[CH2:9]1)=O)(C)(C)C.[CH2:22]([O:24]C([Sn](CCCC)(CCCC)CCCC)=C)[CH3:23]. (6) Given the product [C:1]([O:5][C:6](=[O:19])/[CH:7]=[CH:8]/[C:9]1[CH:18]=[CH:17][CH:16]=[CH:15][C:10]=1[C:11]([OH:13])=[O:12])([CH3:4])([CH3:2])[CH3:3], predict the reactants needed to synthesize it. The reactants are: [C:1]([O:5][C:6](=[O:19])/[CH:7]=[CH:8]/[C:9]1[CH:18]=[CH:17][CH:16]=[CH:15][C:10]=1[C:11]([O:13]C)=[O:12])([CH3:4])([CH3:3])[CH3:2].O1CCCC1.[Li+].[OH-]. (7) Given the product [C:20]([O:19][C:17]([NH:16][C:8]1[C:5]2=[N:6][CH:7]=[C:2]([C:30]([CH3:32])=[CH2:31])[CH:3]=[C:4]2[O:10][C:9]=1[C:11]([O:13][CH2:14][CH3:15])=[O:12])=[O:18])([CH3:23])([CH3:22])[CH3:21], predict the reactants needed to synthesize it. The reactants are: Br[C:2]1[CH:3]=[C:4]2[O:10][C:9]([C:11]([O:13][CH2:14][CH3:15])=[O:12])=[C:8]([NH:16][C:17]([O:19][C:20]([CH3:23])([CH3:22])[CH3:21])=[O:18])[C:5]2=[N:6][CH:7]=1.C(=O)([O-])[O-].[K+].[K+].[C:30](B1OC(C)(C)C(C)(C)O1)([CH3:32])=[CH2:31]. (8) The reactants are: I[C:2]1[CH:10]=[C:9]([C:11]#[N:12])[CH:8]=[C:7]2[C:3]=1[C:4]1[CH:16]=[C:15]([CH3:17])[CH:14]=[N:13][C:5]=1[NH:6]2.[CH2:18]([S:20]([C:23]1[CH:24]=[C:25](C2C=C(C(F)(F)F)C(C)=C([N+]([O-])=O)C=2C2C(F)=NC=C(C)C=2)[CH:26]=[CH:27][CH:28]=1)(=[O:22])=[O:21])[CH3:19]. Given the product [CH2:18]([S:20]([C:23]1[CH:28]=[C:27]([C:2]2[CH:10]=[C:9]([C:11]#[N:12])[CH:8]=[C:7]3[C:3]=2[C:4]2[CH:16]=[C:15]([CH3:17])[CH:14]=[N:13][C:5]=2[NH:6]3)[CH:26]=[CH:25][CH:24]=1)(=[O:21])=[O:22])[CH3:19], predict the reactants needed to synthesize it. (9) Given the product [CH3:21][O:22][C:23]([C:25]1([CH2:31][CH2:32][NH:20][C:3]2[CH:4]=[CH:5][C:6]([N:8]3[CH2:13][CH2:12][C@@H:11]([N:14]4[CH2:18][CH2:17][CH2:16][C@@H:15]4[CH3:19])[CH2:10]3)=[CH:7][C:2]=2[F:1])[CH2:30][CH2:29][CH2:28][CH2:27][CH2:26]1)=[O:24], predict the reactants needed to synthesize it. The reactants are: [F:1][C:2]1[CH:7]=[C:6]([N:8]2[CH2:13][CH2:12][CH:11]([N:14]3[CH2:18][CH2:17][CH2:16][C@@H:15]3[CH3:19])[CH2:10]C2)[CH:5]=[CH:4][C:3]=1[NH2:20].[CH3:21][O:22][C:23]([C:25]1([CH2:31][CH:32]=O)[CH2:30][CH2:29][CH2:28][CH2:27][CH2:26]1)=[O:24].[BH-](OC(C)=O)(OC(C)=O)OC(C)=O.[Na+].CC(O)=O. (10) Given the product [CH3:26][C:22]1[N:21]=[C:20]([C:12]2[N:13]=[C:14]3[CH:19]=[CH:18][CH:17]=[CH:16][N:15]3[C:11]=2[C:9]2[CH:8]=[CH:7][N:6]=[C:5]([NH:35][CH2:34][CH2:33][N:27]3[CH2:32][CH2:31][O:30][CH2:29][CH2:28]3)[N:10]=2)[CH:25]=[CH:24][CH:23]=1, predict the reactants needed to synthesize it. The reactants are: CS([C:5]1[N:10]=[C:9]([C:11]2[N:15]3[CH:16]=[CH:17][CH:18]=[CH:19][C:14]3=[N:13][C:12]=2[C:20]2[CH:25]=[CH:24][CH:23]=[C:22]([CH3:26])[N:21]=2)[CH:8]=[CH:7][N:6]=1)(=O)=O.[N:27]1([CH2:33][CH2:34][NH2:35])[CH2:32][CH2:31][O:30][CH2:29][CH2:28]1.